From a dataset of Forward reaction prediction with 1.9M reactions from USPTO patents (1976-2016). Predict the product of the given reaction. (1) Given the reactants [N:1]1([S:11]([C:14]2[CH:22]=[CH:21][C:17]([C:18](O)=[O:19])=[CH:16][CH:15]=2)(=[O:13])=[O:12])[C:10]2[C:5](=[CH:6][CH:7]=[CH:8][CH:9]=2)[CH2:4][CH2:3][CH2:2]1.[CH3:23][C:24]1[N:29]=[C:28]([NH2:30])[CH:27]=[CH:26][CH:25]=1, predict the reaction product. The product is: [N:1]1([S:11]([C:14]2[CH:22]=[CH:21][C:17]([C:18]([NH:30][C:28]3[CH:27]=[CH:26][CH:25]=[C:24]([CH3:23])[N:29]=3)=[O:19])=[CH:16][CH:15]=2)(=[O:13])=[O:12])[C:10]2[C:5](=[CH:6][CH:7]=[CH:8][CH:9]=2)[CH2:4][CH2:3][CH2:2]1. (2) Given the reactants [NH2:1][C@@H:2]1[CH2:8][CH2:7][CH2:6][CH2:5][N:4]([C:9]([N:11]([CH3:13])[CH3:12])=[O:10])[CH2:3]1.CCN(C(C)C)C(C)C.[Cl:23][C:24]1[C:25]([C:31]#[N:32])=[N:26][CH:27]=[C:28](Cl)[N:29]=1, predict the reaction product. The product is: [Cl:23][C:24]1[N:29]=[C:28]([NH:1][C@@H:2]2[CH2:8][CH2:7][CH2:6][CH2:5][N:4]([C:9]([N:11]([CH3:13])[CH3:12])=[O:10])[CH2:3]2)[CH:27]=[N:26][C:25]=1[C:31]#[N:32]. (3) Given the reactants [C:1]([C:4]1[CH:8]=[CH:7][S:6][CH:5]=1)(=[O:3])[CH3:2].[Cl-].[Al+3].[Cl-].[Cl-].[Br:13]Br.C(=O)([O-])[O-].[Na+].[Na+], predict the reaction product. The product is: [Br:13][CH2:2][C:1]([C:4]1[CH:8]=[CH:7][S:6][CH:5]=1)=[O:3]. (4) Given the reactants [N+:1]([C:4]1[CH:5]=[C:6]([NH:10][CH2:11][C:12]2[CH:17]=[CH:16][CH:15]=[C:14]([O:18][C:19]([F:24])([F:23])[CH:20]([F:22])[F:21])[CH:13]=2)[CH:7]=[CH:8][CH:9]=1)([O-:3])=[O:2].[F:25][C:26]([F:31])([F:30])[CH:27]1[O:29][CH2:28]1.FC(F)(F)S([O-])(=O)=O.[Yb+3].FC(F)(F)S([O-])(=O)=O.FC(F)(F)S([O-])(=O)=O, predict the reaction product. The product is: [N+:1]([C:4]1[CH:5]=[C:6]([N:10]([CH2:11][C:12]2[CH:17]=[CH:16][CH:15]=[C:14]([O:18][C:19]([F:23])([F:24])[CH:20]([F:21])[F:22])[CH:13]=2)[CH2:28][CH:27]([OH:29])[C:26]([F:31])([F:30])[F:25])[CH:7]=[CH:8][CH:9]=1)([O-:3])=[O:2]. (5) Given the reactants [CH2:1]([O:8][C:9]1[CH:18]=[C:17]2[C:12]([C:13]([Cl:19])=[N:14][CH:15]=[N:16]2)=[CH:11][C:10]=1[O:20][CH3:21])[C:2]1[CH:7]=[CH:6][CH:5]=[CH:4][CH:3]=1.[Cl:22][C:23]1[CH:29]=[CH:28][C:26]([NH2:27])=[C:25]([F:30])[CH:24]=1, predict the reaction product. The product is: [ClH:19].[CH2:1]([O:8][C:9]1[CH:18]=[C:17]2[C:12]([C:13]([NH:27][C:26]3[CH:28]=[CH:29][C:23]([Cl:22])=[CH:24][C:25]=3[F:30])=[N:14][CH:15]=[N:16]2)=[CH:11][C:10]=1[O:20][CH3:21])[C:2]1[CH:7]=[CH:6][CH:5]=[CH:4][CH:3]=1. (6) Given the reactants [C:1]([NH:4][C:5]1[C:6]2[CH:17]=[CH:16][C:15]([C:18]([F:21])([F:20])[F:19])=[CH:14][C:7]=2S[C:9]=1[C:10]([O:12][CH3:13])=[O:11])(=[O:3])[CH3:2], predict the reaction product. The product is: [CH3:13][O:12][C:10](=[O:11])[CH2:9][CH:5]([C:6]1[CH:7]=[CH:14][C:15]([C:18]([F:20])([F:21])[F:19])=[CH:16][CH:17]=1)[NH:4][C:1](=[O:3])[CH3:2]. (7) Given the reactants [NH:1](C(OCC1C2C(=CC=CC=2)C2C1=CC=CC=2)=O)[C@H:2]([C:11]([OH:13])=[O:12])[CH2:3][NH:4]C(OCC=C)=O.CCN(C(C)C)C(C)C.C1C=CC([C:46](Cl)([C:53]2[C:58](Cl)=[CH:57][CH:56]=[CH:55][CH:54]=2)[C:47]2[CH:52]=CC=C[CH:48]=2)=CC=1.[CH3:61][OH:62], predict the reaction product. The product is: [C:47]12([C:61]([NH:4][CH2:3][CH:2]([NH2:1])[C:11]([OH:13])=[O:12])=[O:62])[CH2:46][CH:53]3[CH2:54][CH:55]([CH2:56][CH:57]([CH2:58]3)[CH2:52]1)[CH2:48]2. (8) Given the reactants C([O:8][C:9]1[CH:14]=[C:13](/[CH:15]=[CH:16]/[N+]([O-])=O)[C:12]([N+:20]([O-])=O)=[CH:11][C:10]=1[O:23][CH2:24][CH2:25][CH2:26][O:27][CH3:28])C1C=CC=CC=1, predict the reaction product. The product is: [CH3:28][O:27][CH2:26][CH2:25][CH2:24][O:23][C:10]1[CH:11]=[C:12]2[C:13]([CH:15]=[CH:16][NH:20]2)=[CH:14][C:9]=1[OH:8]. (9) Given the reactants [C:1](N)(=O)[C@@H:2]([CH3:4])[OH:3].F[B-](F)(F)F.C([O+](CC)CC)C.[Cl:19][C:20]1[N:25]=[CH:24][C:23]([NH2:26])=[C:22]([NH:27][C@H:28]([CH3:33])[C:29]([F:32])([F:31])[F:30])[CH:21]=1, predict the reaction product. The product is: [Cl:19][C:20]1[N:25]=[CH:24][C:23]2[N:26]=[C:1]([C@H:2]([OH:3])[CH3:4])[N:27]([C@H:28]([CH3:33])[C:29]([F:32])([F:30])[F:31])[C:22]=2[CH:21]=1. (10) Given the reactants Cl[C:2]1[N:3]=[CH:4][C:5]([C:8]([NH:10][C:11]2[CH:25]=[CH:24][C:14]3[CH2:15][CH2:16][N:17]([CH:20]4[CH2:23][CH2:22][CH2:21]4)[CH2:18][CH2:19][C:13]=3[CH:12]=2)=[O:9])=[N:6][CH:7]=1.[C:26]([C:28]1[CH:33]=[CH:32][C:31](B(O)O)=[CH:30][CH:29]=1)#[N:27], predict the reaction product. The product is: [C:26]([C:28]1[CH:33]=[CH:32][C:31]([C:2]2[N:3]=[CH:4][C:5]([C:8]([NH:10][C:11]3[CH:25]=[CH:24][C:14]4[CH2:15][CH2:16][N:17]([CH:20]5[CH2:23][CH2:22][CH2:21]5)[CH2:18][CH2:19][C:13]=4[CH:12]=3)=[O:9])=[N:6][CH:7]=2)=[CH:30][CH:29]=1)#[N:27].